This data is from Full USPTO retrosynthesis dataset with 1.9M reactions from patents (1976-2016). The task is: Predict the reactants needed to synthesize the given product. (1) Given the product [Cl:16][CH2:10][C:8]1[NH:7][C:6]2[CH:12]=[CH:13][C:3]([O:2][CH3:1])=[CH:4][C:5]=2[N:9]=1, predict the reactants needed to synthesize it. The reactants are: [CH3:1][O:2][C:3]1[CH:13]=[CH:12][C:6]2[NH:7][C:8]([CH2:10]O)=[N:9][C:5]=2[CH:4]=1.S(Cl)([Cl:16])=O. (2) Given the product [F:2][C:3]1[CH:4]=[C:5]([C@H:10]2[NH:13][C:24](=[O:14])[C:21]3([CH2:22][O:16][CH2:17][CH2:18][O:19][CH2:20]3)[NH:12][CH2:11]2)[CH:6]=[C:7]([F:9])[CH:8]=1, predict the reactants needed to synthesize it. The reactants are: Cl.[F:2][C:3]1[CH:4]=[C:5]([C@@H:10]([NH2:13])[CH2:11][NH2:12])[CH:6]=[C:7]([F:9])[CH:8]=1.[OH-:14].[Na+].[O:16]1[CH2:22][C:21](=O)[CH2:20][O:19][CH2:18][CH2:17]1.[CH:24](Cl)(Cl)Cl.Cl.